Dataset: Reaction yield outcomes from USPTO patents with 853,638 reactions. Task: Predict the reaction yield, written as a fraction of the theoretical maximum amount of product (1.0 means a 100% yield; for example, 0.34 means a 34% yield). The reactants are [O:1]1[CH2:6][CH2:5][CH:4]([CH2:7][CH2:8][OH:9])[CH2:3][CH2:2]1.[C:10]1([CH3:20])[CH:15]=[CH:14][C:13]([S:16](Cl)(=[O:18])=[O:17])=[CH:12][CH:11]=1. The catalyst is N1C=CC=CC=1. The product is [O:1]1[CH2:6][CH2:5][CH:4]([CH2:7][CH2:8][O:9][S:16]([C:13]2[CH:14]=[CH:15][C:10]([CH3:20])=[CH:11][CH:12]=2)(=[O:18])=[O:17])[CH2:3][CH2:2]1. The yield is 0.530.